Task: Predict the reactants needed to synthesize the given product.. Dataset: Full USPTO retrosynthesis dataset with 1.9M reactions from patents (1976-2016) (1) Given the product [N:17]12[CH2:22][CH2:21][CH:20]([CH2:19][CH2:18]1)[CH:15]([O:14][C:13](=[O:23])[NH:12][C:9]([C:4]1[CH:5]=[CH:6][C:7]([F:8])=[C:2]([CH2:24][CH:25]([CH3:30])[CH3:26])[CH:3]=1)([CH3:11])[CH3:10])[CH2:16]2, predict the reactants needed to synthesize it. The reactants are: Br[C:2]1[CH:3]=[C:4]([C:9]([NH:12][C:13](=[O:23])[O:14][CH:15]2[CH:20]3[CH2:21][CH2:22][N:17]([CH2:18][CH2:19]3)[CH2:16]2)([CH3:11])[CH3:10])[CH:5]=[CH:6][C:7]=1[F:8].[CH3:24][CH:25]([CH3:30])[CH2:26]B(O)O. (2) Given the product [CH3:26][N:28]([CH3:29])[CH2:31][CH2:32][CH2:33][NH:34][C:19](=[O:20])[C:18]1[CH:22]=[CH:23][C:15]([NH:14][C:12]2[CH:11]=[N:10][CH:9]=[C:8]([C:5]3[CH:4]=[CH:3][C:2]([OH:1])=[CH:7][CH:6]=3)[N:13]=2)=[CH:16][C:17]=1[O:24][CH3:25], predict the reactants needed to synthesize it. The reactants are: [OH:1][C:2]1[CH:7]=[CH:6][C:5]([C:8]2[N:13]=[C:12]([NH:14][C:15]3[CH:23]=[CH:22][C:18]([C:19](O)=[O:20])=[C:17]([O:24][CH3:25])[CH:16]=3)[CH:11]=[N:10][CH:9]=2)=[CH:4][CH:3]=1.[CH2:26]([N:28]([CH2:31][CH3:32])[CH2:29]C)C.[CH3:33][N:34](C(ON1N=NC2C=CC=CC1=2)=[N+](C)C)C.[B-](F)(F)(F)F. (3) The reactants are: [F:1][C:2]1[CH:7]=[CH:6][C:5]([F:8])=[CH:4][C:3]=1[C:9]1[CH:14]=[CH:13][C:12]([CH2:15][S:16]([NH:19][C:20]2[CH:28]=[CH:27][C:23]([C:24]([OH:26])=[O:25])=[C:22]([OH:29])[CH:21]=2)(=[O:18])=[O:17])=[CH:11][CH:10]=1.[C:30](N1C=CN=C1)(N1C=CN=C1)=O.CO.N1C=CC=CC=1. Given the product [F:1][C:2]1[CH:7]=[CH:6][C:5]([F:8])=[CH:4][C:3]=1[C:9]1[CH:10]=[CH:11][C:12]([CH2:15][S:16]([NH:19][C:20]2[CH:28]=[CH:27][C:23]([C:24]([O:26][CH3:30])=[O:25])=[C:22]([OH:29])[CH:21]=2)(=[O:18])=[O:17])=[CH:13][CH:14]=1, predict the reactants needed to synthesize it. (4) Given the product [NH2:1][C:4]1[CH:5]=[C:6]([C:13]2[CH:14]=[CH:15][C:16]([NH2:19])=[N:17][CH:18]=2)[C:7]2[O:11][CH:10]=[CH:9][C:8]=2[CH:12]=1, predict the reactants needed to synthesize it. The reactants are: [N+:1]([C:4]1[CH:5]=[C:6]([C:13]2[CH:14]=[CH:15][C:16]([NH2:19])=[N:17][CH:18]=2)[C:7]2[O:11][CH:10]=[CH:9][C:8]=2[CH:12]=1)([O-])=O.N1(CCNC2C3OC=CC=3C=C(N)C=2)CCOCC1. (5) Given the product [F:16][C:15]([F:18])([F:17])[C:11]1[CH:10]=[C:9]([N:4]2[CH:5]=[CH:6][C:7](=[O:8])[C:2]([C:24]#[C:23][Si:20]([CH3:22])([CH3:21])[CH3:19])=[N:3]2)[CH:14]=[CH:13][CH:12]=1, predict the reactants needed to synthesize it. The reactants are: Br[C:2]1[C:7](=[O:8])[CH:6]=[CH:5][N:4]([C:9]2[CH:14]=[CH:13][CH:12]=[C:11]([C:15]([F:18])([F:17])[F:16])[CH:10]=2)[N:3]=1.[CH3:19][Si:20]([C:23]#[CH:24])([CH3:22])[CH3:21].CCN(CC)CC. (6) The reactants are: [CH2:1]([Mg]Br)[CH2:2][CH:3]([CH2:5][CH2:6][CH:7]=[C:8]([CH3:10])[CH3:9])[CH3:4].I[C:14]1[CH:20]=[CH:19][C:17]([NH2:18])=[CH:16][CH:15]=1. Given the product [CH3:4][C@@H:3]([CH2:5][CH2:6][CH:7]=[C:8]([CH3:10])[CH3:9])[CH2:2][CH2:1][C:14]1[CH:20]=[CH:19][C:17]([NH2:18])=[CH:16][CH:15]=1, predict the reactants needed to synthesize it.